From a dataset of Reaction yield outcomes from USPTO patents with 853,638 reactions. Predict the reaction yield, written as a fraction of the theoretical maximum amount of product (1.0 means a 100% yield; for example, 0.34 means a 34% yield). (1) The reactants are [F:1][C:2]1[CH:7]=[CH:6][C:5]([C:8]2[C:9]3[C:10](=[N:27][N:28]([CH2:30][C:31]([OH:33])=O)[CH:29]=3)[N:11]=[C:12]([C:20]3[CH:25]=[CH:24][C:23]([F:26])=[CH:22][CH:21]=3)[C:13]=2[C:14]2[CH:19]=[CH:18][N:17]=[CH:16][CH:15]=2)=[CH:4][CH:3]=1.C1(N=C=NC2CCCCC2)CCCCC1.ON1C2C=CC=CC=2N=N1.[NH:59]1[CH2:64][CH2:63][O:62][CH2:61][CH2:60]1. The catalyst is CN(C=O)C.CCOC(C)=O. The product is [F:1][C:2]1[CH:3]=[CH:4][C:5]([C:8]2[C:9]3[C:10](=[N:27][N:28]([CH2:30][C:31]([N:59]4[CH2:64][CH2:63][O:62][CH2:61][CH2:60]4)=[O:33])[CH:29]=3)[N:11]=[C:12]([C:20]3[CH:21]=[CH:22][C:23]([F:26])=[CH:24][CH:25]=3)[C:13]=2[C:14]2[CH:15]=[CH:16][N:17]=[CH:18][CH:19]=2)=[CH:6][CH:7]=1. The yield is 0.350. (2) The yield is 0.970. The catalyst is C(O)(=O)C. The reactants are [CH2:1]([O:8][C:9]1[CH:14]=[CH:13][C:12]([C:15](=[O:18])[CH2:16][CH3:17])=[CH:11][CH:10]=1)[C:2]1[CH:7]=[CH:6][CH:5]=[CH:4][CH:3]=1.[Br:19]Br.O. The product is [CH2:1]([O:8][C:9]1[CH:10]=[CH:11][C:12]([C:15](=[O:18])[CH:16]([Br:19])[CH3:17])=[CH:13][CH:14]=1)[C:2]1[CH:3]=[CH:4][CH:5]=[CH:6][CH:7]=1. (3) The reactants are [CH3:1][O:2][C:3]([C:5]1[CH:14]=[C:13]([OH:15])[C:12]2[C:7](=[C:8]([O:17][CH2:18][C:19]3[CH:24]=[CH:23][CH:22]=[CH:21][CH:20]=3)[CH:9]=[C:10](Br)[CH:11]=2)[N:6]=1)=[O:4].C1(C#C)C=CC=CC=1.[C:33]([NH:40][CH2:41][C:42]#[CH:43])([O:35][C:36]([CH3:39])([CH3:38])[CH3:37])=[O:34]. No catalyst specified. The product is [CH3:1][O:2][C:3]([C:5]1[CH:14]=[C:13]([OH:15])[C:12]2[C:7](=[C:8]([O:17][CH2:18][C:19]3[CH:24]=[CH:23][CH:22]=[CH:21][CH:20]=3)[CH:9]=[C:10]([C:43]#[C:42][CH2:41][NH:40][C:33]([O:35][C:36]([CH3:39])([CH3:38])[CH3:37])=[O:34])[CH:11]=2)[N:6]=1)=[O:4]. The yield is 0.700. (4) The reactants are [CH3:1][NH:2][C:3]1[CH:8]=[CH:7][C:6]([N+:9]([O-:11])=[O:10])=[CH:5][CH:4]=1.CCN(CC)CC.[Br:19][CH2:20][C:21](Br)=[O:22]. The catalyst is C(Cl)Cl. The product is [Br:19][CH2:20][C:21]([N:2]([CH3:1])[C:3]1[CH:4]=[CH:5][C:6]([N+:9]([O-:11])=[O:10])=[CH:7][CH:8]=1)=[O:22]. The yield is 1.00. (5) The reactants are [CH3:1][O:2][C:3]1[CH:4]=[C:5]2[C:10](=[CH:11][C:12]=1[O:13][CH3:14])[NH:9][C:8](=[O:15])[CH:7]=[N:6]2.[H-].[Na+].CS(O[CH2:23][CH2:24][N:25]1[CH2:30][CH2:29][CH:28]([NH:31][C:32]([O:34][C:35]([CH3:38])([CH3:37])[CH3:36])=[O:33])[CH2:27][CH2:26]1)(=O)=O.C(OC(=O)NC1CCN(CCN2C3C(=CC=C(OC)C=3)C=CC2=O)CC1)(C)(C)C. The catalyst is CC(C)=O. The product is [C:35]([O:34][C:32](=[O:33])[NH:31][CH:28]1[CH2:29][CH2:30][N:25]([CH2:24][CH2:23][N:9]2[C:10]3[C:5](=[CH:4][C:3]([O:2][CH3:1])=[C:12]([O:13][CH3:14])[CH:11]=3)[N:6]=[CH:7][C:8]2=[O:15])[CH2:26][CH2:27]1)([CH3:38])([CH3:37])[CH3:36]. The yield is 0.280.